This data is from Forward reaction prediction with 1.9M reactions from USPTO patents (1976-2016). The task is: Predict the product of the given reaction. (1) Given the reactants [F:1][C:2]1[CH:3]=[C:4]([OH:9])[CH:5]=[CH:6][C:7]=1[F:8].C(=O)([O-])[O-].[K+].[K+].Cl[C:17]1([C:40]([O:42][CH2:43][CH3:44])=[O:41])[CH2:22][CH2:21][CH2:20][N:19]2[C:23]([C:26]3[CH:31]=[CH:30][C:29]([C:32]4[O:36][C:35]([CH3:37])=[N:34][CH:33]=4)=[C:28]([O:38][CH3:39])[CH:27]=3)=[N:24][N:25]=[C:18]12, predict the reaction product. The product is: [F:1][C:2]1[CH:3]=[C:4]([CH:5]=[CH:6][C:7]=1[F:8])[O:9][C:17]1([C:40]([O:42][CH2:43][CH3:44])=[O:41])[CH2:22][CH2:21][CH2:20][N:19]2[C:23]([C:26]3[CH:31]=[CH:30][C:29]([C:32]4[O:36][C:35]([CH3:37])=[N:34][CH:33]=4)=[C:28]([O:38][CH3:39])[CH:27]=3)=[N:24][N:25]=[C:18]12. (2) The product is: [CH3:35][C:30]1([CH3:34])[O:29][C:28](=[O:36])[C:27](=[C:26]([NH:16][CH2:15][CH:14]([C:17]([F:19])([F:18])[F:20])[C:13]([F:21])([F:22])[F:12])[CH3:25])[C:32](=[O:33])[O:31]1. Given the reactants CC1C=CC(S(O)(=O)=O)=CC=1.[F:12][C:13]([F:22])([F:21])[CH:14]([C:17]([F:20])([F:19])[F:18])[CH2:15][NH2:16].CO[CH2:25][CH:26]=[C:27]1[C:32](=[O:33])[O:31][C:30]([CH3:35])([CH3:34])[O:29][C:28]1=[O:36], predict the reaction product.